Dataset: Forward reaction prediction with 1.9M reactions from USPTO patents (1976-2016). Task: Predict the product of the given reaction. (1) Given the reactants [CH3:1][N:2]([CH2:4][C:5]1[C:13]2[O:12][N:11]=[C:10]([CH2:14][CH2:15][CH:16]3[CH2:21][CH2:20][NH:19][CH2:18][CH2:17]3)[C:9]=2[CH:8]=[CH:7][C:6]=1[O:22][CH2:23][CH:24]1[CH2:26][CH2:25]1)[CH3:3].F[C:28]1[CH:33]=[CH:32][CH:31]=[CH:30][N:29]=1.O.[F-].C([N+](CCCC)(CCCC)CCCC)CCC.[OH-].[Na+], predict the reaction product. The product is: [CH3:1][N:2]([CH2:4][C:5]1[C:13]2[O:12][N:11]=[C:10]([CH2:14][CH2:15][CH:16]3[CH2:21][CH2:20][N:19]([C:28]4[CH:33]=[CH:32][CH:31]=[CH:30][N:29]=4)[CH2:18][CH2:17]3)[C:9]=2[CH:8]=[CH:7][C:6]=1[O:22][CH2:23][CH:24]1[CH2:25][CH2:26]1)[CH3:3]. (2) Given the reactants [CH3:1][O:2][C:3](=[O:16])[C:4]1[CH:9]=[CH:8][C:7]([O:10][CH3:11])=[C:6]([O:12][CH2:13][CH2:14][NH2:15])[CH:5]=1.[C:17](Cl)(=[O:19])[CH3:18].C(N(CC)CC)C.C([O-])(O)=O.[Na+], predict the reaction product. The product is: [CH3:1][O:2][C:3](=[O:16])[C:4]1[CH:9]=[CH:8][C:7]([O:10][CH3:11])=[C:6]([O:12][CH2:13][CH2:14][NH:15][C:17](=[O:19])[CH3:18])[CH:5]=1. (3) Given the reactants [F:1][CH:2]([F:6])[C:3](O)=[O:4].CN(C(ON1N=NC2C=CC=NC1=2)=[N+](C)C)C.F[P-](F)(F)(F)(F)F.CCN(C(C)C)C(C)C.OC(C(F)(F)F)=O.[F:47][CH:48]([F:77])[CH2:49][NH:50][C:51]1[N:56]=[C:55]2[CH:57]([CH3:61])[NH:58][CH2:59][CH2:60][C:54]2=[N:53][C:52]=1[N:62]1[CH2:67][CH2:66][CH:65]([O:68][C:69]2[CH:74]=[CH:73][C:72]([F:75])=[CH:71][C:70]=2[F:76])[CH2:64][CH2:63]1, predict the reaction product. The product is: [F:77][CH:48]([F:47])[CH2:49][NH:50][C:51]1[N:56]=[C:55]2[CH:57]([CH3:61])[N:58]([C:3](=[O:4])[CH:2]([F:6])[F:1])[CH2:59][CH2:60][C:54]2=[N:53][C:52]=1[N:62]1[CH2:67][CH2:66][CH:65]([O:68][C:69]2[CH:74]=[CH:73][C:72]([F:75])=[CH:71][C:70]=2[F:76])[CH2:64][CH2:63]1. (4) Given the reactants [NH2:1][C:2]1[CH:11]=[C:10]([CH3:12])[C:5]2[NH:6][C:7](=[O:9])[O:8][C:4]=2[CH:3]=1.[Cl:13][C:14]1[CH:19]=[C:18](Cl)[N:17]=[CH:16][N:15]=1, predict the reaction product. The product is: [Cl:13][C:14]1[N:15]=[CH:16][N:17]=[C:18]([NH:1][C:2]2[CH:11]=[C:10]([CH3:12])[C:5]3[NH:6][C:7](=[O:9])[O:8][C:4]=3[CH:3]=2)[CH:19]=1. (5) Given the reactants [NH:1]1[CH2:6][CH2:5][CH:4]([C:7]2[CH:15]=[CH:14][CH:13]=[C:12]3[C:8]=2[CH2:9][C:10](=[O:16])[NH:11]3)[CH2:3][CH2:2]1.[CH:17]([C:19]1[NH:20][C:21]2[CH2:22][CH2:23][CH2:24][CH2:25][C:26]=2[C:27]=1[CH2:28][CH2:29][C:30]([OH:32])=[O:31])=O.N1CCCC1.C(O)(=O)C, predict the reaction product. The product is: [O:16]=[C:10]1[C:9](=[CH:17][C:19]2[NH:20][C:21]3[CH2:22][CH2:23][CH2:24][CH2:25][C:26]=3[C:27]=2[CH2:28][CH2:29][C:30]([OH:32])=[O:31])[C:8]2[C:12](=[CH:13][CH:14]=[CH:15][C:7]=2[CH:4]2[CH2:3][CH2:2][NH:1][CH2:6][CH2:5]2)[NH:11]1. (6) Given the reactants [Cl:1][C:2]1[N:7]=[C:6]([O:8][C:9]2[CH:10]=[C:11]3[C:15](=[CH:16][CH:17]=2)[NH:14][CH:13]=[CH:12]3)[CH:5]=[CH:4][N:3]=1.[O:18](C(OC(C)(C)C)=O)[C:19]([O:21][C:22]([CH3:25])([CH3:24])[CH3:23])=O.CCN(CC)CC, predict the reaction product. The product is: [Cl:1][C:2]1[N:7]=[C:6]([O:8][C:9]2[CH:10]=[C:11]3[C:15](=[CH:16][CH:17]=2)[N:14]([C:19]([O:21][C:22]([CH3:25])([CH3:24])[CH3:23])=[O:18])[CH:13]=[CH:12]3)[CH:5]=[CH:4][N:3]=1. (7) Given the reactants C(OC([NH:8][CH2:9][CH2:10][CH2:11][O:12][CH2:13][O:14][CH2:15][CH2:16][N:17]1[C:21]2[CH:22]=[CH:23][C:24]([C:26]([OH:28])=O)=[CH:25][C:20]=2[N:19]=[C:18]1[O:29]C)=O)(C)(C)C.CN(C(ON1N=NC2C=CC=NC1=2)=[N+](C)C)C.F[P-](F)(F)(F)(F)F.CCN(C(C)C)C(C)C.[NH2:64][C:65]1[S:66][C:67]([C:70]2[O:71][CH:72]=[CH:73][CH:74]=2)=[N:68][N:69]=1, predict the reaction product. The product is: [O:71]1[CH:72]=[CH:73][CH:74]=[C:70]1[C:67]1[S:66][C:65]([NH:64][C:26]([C:24]2[CH:23]=[CH:22][C:21]3[N:17]([CH2:16][CH2:15][O:14][CH2:13][O:12][CH2:11][CH2:10][CH2:9][NH2:8])[C:18](=[O:29])[NH:19][C:20]=3[CH:25]=2)=[O:28])=[N:69][N:68]=1.